From a dataset of Reaction yield outcomes from USPTO patents with 853,638 reactions. Predict the reaction yield, written as a fraction of the theoretical maximum amount of product (1.0 means a 100% yield; for example, 0.34 means a 34% yield). (1) The reactants are [CH3:1][O:2][C:3](=[O:15])[C:4]1[CH:13]=[C:12]([OH:14])[CH:11]=[C:6]([C:7]([O:9][CH3:10])=[O:8])[CH:5]=1.[C:16]([O:20][C:21](=[O:37])[CH2:22][CH2:23][CH2:24][CH2:25][CH2:26][CH2:27][CH2:28][CH2:29][CH2:30][CH2:31][CH2:32][CH2:33][CH2:34][CH2:35]Br)([CH3:19])([CH3:18])[CH3:17].C([O-])([O-])=O.[K+].[K+].C(#N)C. The catalyst is CCCCCCC.CCOC(C)=O. The product is [CH3:10][O:9][C:7](=[O:8])[C:6]1[CH:11]=[C:12]([O:14][CH2:35][CH2:34][CH2:33][CH2:32][CH2:31][CH2:30][CH2:29][CH2:28][CH2:27][CH2:26][CH2:25][CH2:24][CH2:23][CH2:22][C:21]([O:20][C:16]([CH3:17])([CH3:19])[CH3:18])=[O:37])[CH:13]=[C:4]([C:3]([O:2][CH3:1])=[O:15])[CH:5]=1. The yield is 1.00. (2) The reactants are [OH-].[K+].Cl[C:4]1[C:5](=[O:16])[C:6]2[C:11]([C:12](=[O:15])[C:13]=1Cl)=[CH:10][CH:9]=[CH:8][CH:7]=2.[C:17]1([CH:25]=[C:23]([OH:24])[CH:22]=[C:20]([OH:21])[CH:19]=1)[OH:18]. The catalyst is CO. The product is [OH:24][C:23]1[C:25]2[C:4]3[C:5](=[O:16])[C:6]4[C:11]([C:12](=[O:15])[C:13]=3[O:18][C:17]=2[CH:19]=[C:20]([OH:21])[CH:22]=1)=[CH:10][CH:9]=[CH:8][CH:7]=4. The yield is 0.510.